This data is from Catalyst prediction with 721,799 reactions and 888 catalyst types from USPTO. The task is: Predict which catalyst facilitates the given reaction. Reactant: [H-].[Na+].[OH:3][C:4]1[C:9]([CH2:10][CH3:11])=[C:8]([OH:12])[N:7]=[CH:6][N:5]=1.Br[CH2:14][C:15]1[C:16]([C:21]#[N:22])=[CH:17][CH:18]=[CH:19][CH:20]=1. Product: [CH2:10]([C:9]1[C:8](=[O:12])[NH:7][CH:6]=[N:5][C:4]=1[O:3][CH2:14][C:15]1[CH:20]=[CH:19][CH:18]=[CH:17][C:16]=1[C:21]#[N:22])[CH3:11]. The catalyst class is: 9.